Regression. Given two drug SMILES strings and cell line genomic features, predict the synergy score measuring deviation from expected non-interaction effect. From a dataset of NCI-60 drug combinations with 297,098 pairs across 59 cell lines. Drug 1: C1=NNC2=C1C(=O)NC=N2. Drug 2: N.N.Cl[Pt+2]Cl. Cell line: SF-295. Synergy scores: CSS=37.0, Synergy_ZIP=-0.469, Synergy_Bliss=0.0519, Synergy_Loewe=-13.9, Synergy_HSA=-0.320.